This data is from Full USPTO retrosynthesis dataset with 1.9M reactions from patents (1976-2016). The task is: Predict the reactants needed to synthesize the given product. (1) Given the product [CH3:1][N:2]([CH2:4][C:5]1[CH:23]=[CH:22][C:8]([CH:9]2[CH:32]([C:31]3[CH:34]=[CH:35][C:28]([CH2:27][N:25]([CH3:24])[CH3:26])=[CH:29][CH:30]=3)[C:37](=[O:36])[C:38]3[C:16]([C:15]([O:14][CH2:13][CH3:12])=[O:21])=[CH:17][C:18]([F:20])=[CH:19][C:11]=3[NH:10]2)=[CH:7][CH:6]=1)[CH3:3], predict the reactants needed to synthesize it. The reactants are: [CH3:1][N:2]([CH2:4][C:5]1[CH:23]=[CH:22][C:8](/[CH:9]=[N:10]/[C:11]2[CH:19]=[C:18]([F:20])[CH:17]=[C:16]3[C:12]=2[CH2:13][O:14][C:15]3=[O:21])=[CH:7][CH:6]=1)[CH3:3].[CH3:24][N:25]([CH2:27][C:28]1[CH:35]=[CH:34][C:31]([CH:32]=O)=[CH:30][CH:29]=1)[CH3:26].[O-:36][CH2:37][CH3:38].[Na+].C(O)C. (2) The reactants are: I[C:2]1[C:10]2[C:5](=[N:6][CH:7]=[C:8]([C:11]3[CH:12]=[CH:13][C:14]([O:22][CH3:23])=[C:15]([NH:17][S:18]([CH3:21])(=[O:20])=[O:19])[CH:16]=3)[CH:9]=2)[N:4]([S:24]([C:27]2[CH:33]=[CH:32][C:30]([CH3:31])=[CH:29][CH:28]=2)(=[O:26])=[O:25])[CH:3]=1.[F:34][C:35]1[CH:36]=[C:37]([CH:55]=[C:56]([F:58])[CH:57]=1)[CH2:38][N:39]1[C:43]([CH3:44])=[C:42](B2OC(C)(C)C(C)(C)O2)[C:41]([CH3:54])=[N:40]1.C(=O)([O-])[O-].[Na+].[Na+]. Given the product [F:34][C:35]1[CH:36]=[C:37]([CH:55]=[C:56]([F:58])[CH:57]=1)[CH2:38][N:39]1[C:43]([CH3:44])=[C:42]([C:2]2[C:10]3[C:5](=[N:6][CH:7]=[C:8]([C:11]4[CH:12]=[CH:13][C:14]([O:22][CH3:23])=[C:15]([NH:17][S:18]([CH3:21])(=[O:20])=[O:19])[CH:16]=4)[CH:9]=3)[N:4]([S:24]([C:27]3[CH:33]=[CH:32][C:30]([CH3:31])=[CH:29][CH:28]=3)(=[O:26])=[O:25])[CH:3]=2)[C:41]([CH3:54])=[N:40]1, predict the reactants needed to synthesize it. (3) Given the product [F:27][C:21]1[CH:22]=[C:23]([F:26])[CH:24]=[CH:25][C:20]=1[N:19]1[CH:18]=[N:17][N:16]=[C:15]1[C:9]1[S:10][C:11]2[CH2:12][CH2:13][O:14][C:5]3[CH:4]=[CH:3][C:2]([C:51]([OH:50])=[O:79])=[CH:28][C:6]=3[C:7]=2[N:8]=1, predict the reactants needed to synthesize it. The reactants are: Br[C:2]1[CH:3]=[CH:4][C:5]2[O:14][CH2:13][CH2:12][C:11]3[S:10][C:9]([C:15]4[N:19]([C:20]5[CH:25]=[CH:24][C:23]([F:26])=[CH:22][C:21]=5[F:27])[CH:18]=[N:17][N:16]=4)=[N:8][C:7]=3[C:6]=2[CH:28]=1.CC1(C)C2[C:51](=C(P(C3C=CC=CC=3)C3C=CC=CC=3)C=CC=2)[O:50]C2C(P(C3C=CC=CC=3)C3C=CC=CC=3)=CC=CC1=2.C(N(CC)CC)C.[C]=[O:79]. (4) Given the product [CH2:9]([O:11][C:12]([C:13]1[C:14]([OH:15])=[N:7][C:6]([NH2:8])=[N:5][CH:19]=1)=[O:23])[CH3:10], predict the reactants needed to synthesize it. The reactants are: C(=O)(O)O.[NH2:5][C:6]([NH2:8])=[NH:7].[CH2:9]([O:11][C:12](=[O:23])[C:13](=[CH:19]OCC)[C:14](OCC)=[O:15])[CH3:10].O.Cl.